This data is from Peptide-MHC class I binding affinity with 185,985 pairs from IEDB/IMGT. The task is: Regression. Given a peptide amino acid sequence and an MHC pseudo amino acid sequence, predict their binding affinity value. This is MHC class I binding data. (1) The peptide sequence is TPTQLAETI. The MHC is HLA-B53:01 with pseudo-sequence HLA-B53:01. The binding affinity (normalized) is 0.518. (2) The peptide sequence is KSPLGAPM. The MHC is Mamu-A11 with pseudo-sequence Mamu-A11. The binding affinity (normalized) is 0.